From a dataset of Reaction yield outcomes from USPTO patents with 853,638 reactions. Predict the reaction yield, written as a fraction of the theoretical maximum amount of product (1.0 means a 100% yield; for example, 0.34 means a 34% yield). (1) No catalyst specified. The yield is 0.110. The reactants are [CH2:1]([S:8]([N:11]1[CH:15]=[CH:14][C:13]([NH2:16])=[CH:12]1)(=[O:10])=[O:9])[C:2]1[CH:7]=[CH:6][CH:5]=[CH:4][CH:3]=1.C(N(CC)CC)C.Cl.[N:25]1[CH:30]=[CH:29][CH:28]=[CH:27][C:26]=1[C:31](Cl)=[O:32]. The product is [CH2:1]([S:8]([N:11]1[CH:15]=[CH:14][C:13]([NH:16][C:31](=[O:32])[C:26]2[CH:27]=[CH:28][CH:29]=[CH:30][N:25]=2)=[CH:12]1)(=[O:10])=[O:9])[C:2]1[CH:7]=[CH:6][CH:5]=[CH:4][CH:3]=1. (2) The reactants are CS(O[CH2:6][CH2:7][O:8][C@H:9]1[CH2:14][CH2:13][C@H:12]([N:15]2[C:20](=[O:21])[C:19]([CH2:22][C:23]3[CH:28]=[CH:27][C:26]([C:29]4[CH:34]=[CH:33][CH:32]=[CH:31][C:30]=4[C:35]#[N:36])=[CH:25][CH:24]=3)=[C:18]([CH2:37][CH2:38][CH3:39])[N:17]3[N:40]=[CH:41][N:42]=[C:16]23)[CH2:11][CH2:10]1)(=O)=O.[CH3:43][C@H:44]1[O:49][C@@H:48]([CH3:50])[CH2:47][NH:46][CH2:45]1.[I-].[Na+]. The catalyst is O1CCCC1. The product is [CH3:50][C@H:48]1[O:49][C@@H:44]([CH3:43])[CH2:45][N:46]([CH2:6][CH2:7][O:8][C@H:9]2[CH2:14][CH2:13][C@H:12]([N:15]3[C:20](=[O:21])[C:19]([CH2:22][C:23]4[CH:28]=[CH:27][C:26]([C:29]5[C:30]([C:35]#[N:36])=[CH:31][CH:32]=[CH:33][CH:34]=5)=[CH:25][CH:24]=4)=[C:18]([CH2:37][CH2:38][CH3:39])[N:17]4[N:40]=[CH:41][N:42]=[C:16]34)[CH2:11][CH2:10]2)[CH2:47]1. The yield is 0.960.